Dataset: Experimentally validated miRNA-target interactions with 360,000+ pairs, plus equal number of negative samples. Task: Binary Classification. Given a miRNA mature sequence and a target amino acid sequence, predict their likelihood of interaction. (1) The miRNA is hsa-miR-6869-3p with sequence CGCCGCGCGCAUCGGCUCAGC. The protein sequence of the target gene is MTERAQSPTAADCRPYEVNRAMYPQAAGLDGLGGASLQFAHGMLQDPSLIFNKAHFNGITPATAQTFFPFSGDFKTNDLQGGDFTQPKHWYPFAAPEFTGQVAGATAATQPANISPPIGETREQIKMPSEVKTEKDVEEYGNEENKPPSQYHLTAGTSSIPTGVNYYTPWNPNFWPGLSQITAQANISQAPPTPSASSPSLSPSPPGNGFGSPGFFSGGTAQNIPSAQAQSAPRSSGSSSGGCSNSEEEETLTTEDLEQFAKELKHKRITLGFTQADVGLALGNLYGKMFSQTTICRFEA.... Result: 0 (no interaction). (2) The miRNA is hsa-miR-3614-3p with sequence UAGCCUUCAGAUCUUGGUGUUUU. The protein sequence of the target gene is MAATVRRQRPRRLLCWALVAVLLADLLALSDTLAVMSVDLGSESMKVAIVKPGVPMEIVLNKESRRKTPVTVTLKENERFLGDSAAGMAIKNPKATLRYFQHLLGKQADNPHVALYRSRFPEHELIVDPQRQTVRFQISPQLQFSPEEVLGMVLNYSRSLAEDFAEQPIKDAVITVPAFFNQAERRAVLQAARMAGLKVLQLINDNTATALSYGVFRRKDINSTAQNVMFYDMGSGSTVCTIVTYQTVKTKEAGMQPQLQIRGVGFDRTLGGLEMELRLREHLAKLFNEQRKGQKAKDVR.... Result: 0 (no interaction). (3) The miRNA is mmu-miR-200c-3p with sequence UAAUACUGCCGGGUAAUGAUGGA. The protein sequence of the target gene is MAEGSAVSDPQHAARLLRALSSFREESRFCDAHLVLDGEEIPVQKNILAAASPYIRTKLNYNPPKDDGSTYKIELEGISVMVMREILDYIFSGQIRLNEDTIQDVVQAADLLLLTDLKTLCCEFLEGCIAAENCIGIRDFALHYCLHHVHYLATEYLETHFRDVSSTEEFLELSPQKLKEVISLEKLNVGNERYVFEAVIRWIAHDTEIRKVHMKDVMSALWVSGLDSSYLREQMLNEPLVREIVKECSNIPLSQPQQGEAMLANFKPRGYSECIVTVGGEERVSRKPTAAMRCMCPLYD.... Result: 0 (no interaction). (4) The miRNA is hsa-miR-513a-5p with sequence UUCACAGGGAGGUGUCAU. The protein sequence of the target gene is MLALRCGSRWLGLLSVPRSVPLRLPAARACSKGSGDPSSSSSSGNPLVYLDVDANGKPLGRVVLELKADVVPKTAENFRALCTGEKGFGYKGSTFHRVIPSFMCQAGDFTNHNGTGGKSIYGSRFPDENFTLKHVGPGVLSMANAGPNTNGSQFFICTIKTDWLDGKHVVFGHVKEGMDVVKKIESFGSKSGRTSKKIVITDCGQLS. Result: 1 (interaction). (5) The miRNA is mmu-miR-378b with sequence CUGGACUUGGAGUCAGAAGA. The protein sequence of the target gene is MHTDLDTDMDMDTETTALCPSGSRRASPPGTPTPEADATLLKKSEKLLAELDRSGLPSAPGAPRRRGSMPVPYKHQLRRAQAVDELDWPPQASSSGSSDSLGSGEAAPAQKDGIFKVMLVGESGVGKSTLAGTFGGLQGDSAHEPENPEDTYERRIMVDKEEVTLVVYDIWEQGDAGGWLRDHCLQTGDAFLIVFSVTDRRSFSKVPETLLRLRAGRPHHDLPVILVGNKSDLARSREVSLEEGRHLAGTLSCKHIETSAALHHNTRELFEGAVRQIRLRRGRNHAGGQRPDPGSPEGPA.... Result: 0 (no interaction). (6) The miRNA is rno-miR-124-3p with sequence UAAGGCACGCGGUGAAUGCC. The protein sequence of the target gene is MAALVEPLGLERDVSRAVELLERLQRSGELPPQKLQALQRVLQSRFCSAIREVYEQLYDTLDITGSAEIRAHATAKATVAAFTASEGHAHPRVVELPKTDEGLGFNIMGGKEQNSPIYISRVIPGGVADRHGGLKRGDQLLSVNGVSVEGEQHEKAVELLKAAQGSVKLVVRYTPRVLEEMEARFEKMRSARRRQQHQSYSSLESRG. Result: 0 (no interaction). (7) The miRNA is hsa-miR-873-5p with sequence GCAGGAACUUGUGAGUCUCCU. The protein sequence of the target gene is MNLEKLSKPELLTLFSILEGELEARDLVIEALKAQHRDTFIEERYGKYNISDPLMALQRDFETLKEKNDGEKQPVCTNPLSILKVVMKQCKNMQERMLSQLAAAESRHRKVILDLEEERQRHAQDTAEGDDVTYMLEKERERLTQQLEFEKSQVKKFEKEQKKLSSQLEEERSRHKQLSSMLVLECKKATNKAAEEGQKAGELSLKLEKEKSRVSKLEEELAAERKRGLQTEAQVEKQLSEFDIEREQLRAKLNREENRTKTLKEEMESLKKIVKDLEASHQHSSPNEQLKKPVTVSKGT.... Result: 1 (interaction).